This data is from Choline transporter screen with 302,306 compounds. The task is: Binary Classification. Given a drug SMILES string, predict its activity (active/inactive) in a high-throughput screening assay against a specified biological target. (1) The compound is S1c2c(nc(SCC(=O)Nc3ccc(OCC)cc3)n(c2=O)c2c(OC)cccc2)CC1. The result is 0 (inactive). (2) The drug is Clc1c(NC(=O)/C=C\C(O)=O)c(cc(c1)C)C. The result is 0 (inactive). (3) The compound is S=C(NN\C=C1\C=CC(=O)C=C1)NN\C=C1\C=CC(=O)C=C1. The result is 0 (inactive). (4) The drug is S(=O)(=O)(N1CC(OC(C1)C)C)c1cc(C(=O)NCCC=2CCCCC2)ccc1. The result is 0 (inactive).